From a dataset of Peptide-MHC class II binding affinity with 134,281 pairs from IEDB. Regression. Given a peptide amino acid sequence and an MHC pseudo amino acid sequence, predict their binding affinity value. This is MHC class II binding data. The peptide sequence is YTTEGGTKTEAEDVI. The MHC is HLA-DQA10102-DQB10502 with pseudo-sequence HLA-DQA10102-DQB10502. The binding affinity (normalized) is 0.114.